This data is from Full USPTO retrosynthesis dataset with 1.9M reactions from patents (1976-2016). The task is: Predict the reactants needed to synthesize the given product. (1) Given the product [OH:32][C@H:29]1[C@H:28]2[C@H:24]([O:35][CH2:34][CH2:33]2)[O:31][CH2:30]1, predict the reactants needed to synthesize it. The reactants are: C(OC[C@H]1OC(=O)C[C@@H]1C1OCCO1)(=O)C.[H-].[H-].[H-].[H-].[Li+].[Al+3].O1CCO[CH:24]1[C@@H:28]([CH2:33][CH2:34][OH:35])[C@H:29]([OH:32])[CH2:30][OH:31].C(CO)C. (2) The reactants are: [NH:1]([C@@H:5]1[CH2:9][CH2:8][N:7](C(OC(C)(C)C)=O)[CH2:6]1)[C:2]([NH2:4])=[O:3]. Given the product [NH:7]1[CH2:8][CH2:9][C@@H:5]([NH:1][C:2]([NH2:4])=[O:3])[CH2:6]1, predict the reactants needed to synthesize it. (3) Given the product [CH3:27][O:26][CH2:25][CH2:24][CH2:23][S:20]([C:17]1[CH:18]=[CH:19][C:14]([C:11]2[CH:10]=[CH:9][C:8]([CH2:7][CH2:6][N:46]3[CH2:47][CH2:48][CH2:49][C@H:45]3[CH3:44])=[CH:13][CH:12]=2)=[CH:15][CH:16]=1)(=[O:22])=[O:21], predict the reactants needed to synthesize it. The reactants are: CS(O[CH2:6][CH2:7][C:8]1[CH:13]=[CH:12][C:11]([C:14]2[CH:19]=[CH:18][C:17]([S:20]([CH2:23][CH2:24][CH2:25][O:26][CH3:27])(=[O:22])=[O:21])=[CH:16][CH:15]=2)=[CH:10][CH:9]=1)(=O)=O.C([O-])([O-])=O.[K+].[K+].C([C@@H]([C@H](C(O)=O)O)O)(O)=O.[CH3:44][C@@H:45]1[CH2:49][CH2:48][CH2:47][NH:46]1.S([O-])(=O)(=O)C.C=CC1C=CC=CC=1.